This data is from Catalyst prediction with 721,799 reactions and 888 catalyst types from USPTO. The task is: Predict which catalyst facilitates the given reaction. (1) Reactant: [C:1]([N:8]([CH2:13][CH2:14][CH3:15])[O:9][CH2:10][CH:11]=[CH2:12])([O:3][C:4]([CH3:7])([CH3:6])[CH3:5])=[O:2]. Product: [C:1]([N:8]([CH2:13][CH2:14][CH3:15])[O:9][CH2:10][CH2:11][CH3:12])([O:3][C:4]([CH3:5])([CH3:6])[CH3:7])=[O:2]. The catalyst class is: 99. (2) Reactant: [H-].[Na+].[C:3]1([OH:9])[CH:8]=[CH:7][CH:6]=[CH:5][CH:4]=1.Cl[C:11]1[CH:20]=[CH:19][C:18]2[C:13](=[C:14]([C:21]3[NH:29][C:28]4[CH:27]([CH3:30])[CH2:26][NH:25][C:24](=[O:31])[C:23]=4[CH:22]=3)[CH:15]=[CH:16][CH:17]=2)[N:12]=1.C(O)(C(F)(F)F)=O. Product: [CH3:30][CH:27]1[CH2:26][NH:25][C:24](=[O:31])[C:23]2[CH:22]=[C:21]([C:14]3[CH:15]=[CH:16][CH:17]=[C:18]4[C:13]=3[N:12]=[C:11]([O:9][C:3]3[CH:8]=[CH:7][CH:6]=[CH:5][CH:4]=3)[CH:20]=[CH:19]4)[NH:29][C:28]1=2. The catalyst class is: 623. (3) Reactant: [C:1]([OH:26])(=[O:25])[CH2:2][CH2:3][CH2:4][CH2:5][CH2:6][CH2:7][CH2:8][CH2:9][CH2:10][CH2:11][CH2:12][CH2:13][CH2:14][CH2:15][CH2:16][CH2:17][CH2:18][CH2:19][CH2:20][CH2:21][CH2:22][CH2:23][CH3:24].C1(C)C=CC=CC=1.[CH2:34](O)[CH2:35][OH:36]. Product: [C:1]([O:26][CH2:34][CH2:35][OH:36])(=[O:25])[CH2:2][CH2:3][CH2:4][CH2:5][CH2:6][CH2:7][CH2:8][CH2:9][CH2:10][CH2:11][CH2:12][CH2:13][CH2:14][CH2:15][CH2:16][CH2:17][CH2:18][CH2:19][CH2:20][CH2:21][CH2:22][CH2:23][CH3:24]. The catalyst class is: 626.